Dataset: Full USPTO retrosynthesis dataset with 1.9M reactions from patents (1976-2016). Task: Predict the reactants needed to synthesize the given product. (1) Given the product [N:29]([CH2:2][CH2:3][CH2:4][O:5][C:6](=[O:28])[C:7]([C:10]1[CH:19]=[C:18]2[C:13]([C@@H:14]3[CH2:25][C:24]([CH3:26])=[CH:23][CH2:22][C@H:15]3[C:16]([CH3:21])([CH3:20])[O:17]2)=[C:12]([OH:27])[CH:11]=1)([CH3:9])[CH3:8])=[N+:30]=[N-:31], predict the reactants needed to synthesize it. The reactants are: Br[CH2:2][CH2:3][CH2:4][O:5][C:6](=[O:28])[C:7]([C:10]1[CH:19]=[C:18]2[C:13]([C@@H:14]3[CH2:25][C:24]([CH3:26])=[CH:23][CH2:22][C@H:15]3[C:16]([CH3:21])([CH3:20])[O:17]2)=[C:12]([OH:27])[CH:11]=1)([CH3:9])[CH3:8].[N-:29]=[N+:30]=[N-:31].C([N+](CCCC)(CCCC)CCCC)CCC. (2) Given the product [Cl:7][C:8]1[CH:9]=[C:10]([CH2:15][N:16]2[C:21]([CH3:23])=[C:20]([C:19]([O:25][CH3:26])=[O:24])[N:18]=[N:17]2)[CH:11]=[CH:12][C:13]=1[Cl:14], predict the reactants needed to synthesize it. The reactants are: C(=O)([O-])[O-].[K+].[K+].[Cl:7][C:8]1[CH:9]=[C:10]([CH2:15][N:16]=[N+:17]=[N-:18])[CH:11]=[CH:12][C:13]=1[Cl:14].[C:19]([O:25][CH3:26])(=[O:24])[CH2:20][C:21]([CH3:23])=O.O. (3) Given the product [CH3:1][O:15][C:14]([C:7]1[C:6]([Br:5])=[CH:11][N:10]=[C:9]([S:12][CH3:13])[N:8]=1)=[O:16], predict the reactants needed to synthesize it. The reactants are: [C:1](Cl)(=O)C.[Br:5][C:6]1[C:7]([C:14]([OH:16])=[O:15])=[N:8][C:9]([S:12][CH3:13])=[N:10][CH:11]=1.C(=O)([O-])O.[Na+]. (4) Given the product [Cl:39][C:38]1[CH:15]=[CH:16][CH:11]=[CH:7][C:8]=1[N:3]1[C:2]([O:1][S:28]([C:31]([F:32])([F:33])[F:34])(=[O:29])=[O:30])=[CH:6][C:5]([C:31]([F:34])([F:33])[F:32])=[N:4]1, predict the reactants needed to synthesize it. The reactants are: [O:1]=[C:2]1[CH:6]=[CH:5][N:4]=[N:3]1.[C:7]([C:11]1[CH:16]=[C:15](C)C=C(C(C)(C)C)N=1)(C)(C)[CH3:8].[F:32][C:31]([F:34])([F:33])[S:28](O[S:28]([C:31]([F:34])([F:33])[F:32])(=[O:30])=[O:29])(=[O:30])=[O:29].Cl[CH2:38][Cl:39]. (5) Given the product [NH:43]1[CH2:44][CH:41]([N:38]2[CH2:39][CH2:40][N:35]([C:3]3[C:2]([Cl:1])=[C:7]([NH:8][C:9]4[N:14]=[C:13]([N:15]([CH:25]5[CH2:26][CH2:27]5)[CH2:16][C:17]5[CH:22]=[CH:21][C:20]([O:23][CH3:24])=[CH:19][CH:18]=5)[C:12]5=[N:28][CH:29]=[C:30]([C:31]#[N:32])[N:11]5[N:10]=4)[CH:6]=[C:5]([C:33]#[N:34])[CH:4]=3)[CH2:36][CH2:37]2)[CH2:42]1, predict the reactants needed to synthesize it. The reactants are: [Cl:1][C:2]1[C:7]([NH:8][C:9]2[N:14]=[C:13]([N:15]([CH:25]3[CH2:27][CH2:26]3)[CH2:16][C:17]3[CH:22]=[CH:21][C:20]([O:23][CH3:24])=[CH:19][CH:18]=3)[C:12]3=[N:28][CH:29]=[C:30]([C:31]#[N:32])[N:11]3[N:10]=2)=[CH:6][C:5]([C:33]#[N:34])=[CH:4][C:3]=1[N:35]1[CH2:40][CH2:39][N:38]([CH:41]2[CH2:44][N:43](C(OC(C)(C)C)=O)[CH2:42]2)[CH2:37][CH2:36]1.N1C(C)=CC=CC=1C.[Si](OS(C(F)(F)F)(=O)=O)(C)(C)C.N. (6) Given the product [Br:30][CH2:26][CH2:25][CH2:24][CH2:23][CH2:22][CH2:21][C:7]1[C:6]2[CH:5]=[CH:4][C:3]([OH:28])=[C:2]([Cl:1])[C:12]=2[CH2:11][CH2:10][CH2:9][C:8]=1[C:13]1[CH:18]=[CH:17][C:16]([F:19])=[C:15]([OH:20])[CH:14]=1, predict the reactants needed to synthesize it. The reactants are: [Cl:1][C:2]1[C:12]2[CH2:11][CH2:10][CH2:9][C:8]([C:13]3[CH:18]=[CH:17][C:16]([F:19])=[C:15]([OH:20])[CH:14]=3)=[C:7]([CH2:21][CH2:22][CH2:23][CH2:24][CH2:25][CH2:26]O)[C:6]=2[CH:5]=[CH:4][C:3]=1[OH:28].C(Br)(Br)(Br)[Br:30].C1(P(C2C=CC=CC=2)C2C=CC=CC=2)C=CC=CC=1. (7) Given the product [Cl:23][C:24]1[C:29]2[O:30][CH2:31][O:32][C:28]=2[CH:27]=[C:26]([C:33]2[C:37]([C:38]([F:41])([F:39])[F:40])=[N:36][N:35]([C:42]3[N:47]=[CH:46][CH:45]=[CH:44][N:43]=3)[C:34]=2[N:48]=[S:1]2[CH2:5][CH2:4][CH2:3][CH2:2]2)[CH:25]=1, predict the reactants needed to synthesize it. The reactants are: [S:1]1(=O)[CH2:5][CH2:4][CH2:3][CH2:2]1.ClCCl.FC(F)(F)C(OC(=O)C(F)(F)F)=O.[Cl:23][C:24]1[C:29]2[O:30][CH2:31][O:32][C:28]=2[CH:27]=[C:26]([C:33]2[C:37]([C:38]([F:41])([F:40])[F:39])=[N:36][N:35]([C:42]3[N:47]=[CH:46][CH:45]=[CH:44][N:43]=3)[C:34]=2[NH2:48])[CH:25]=1. (8) Given the product [CH:17]1([C:20]#[C:21][C:22]2[CH:49]=[CH:48][C:25]([C:26]([NH:28][C:29]3[C:38]([CH3:39])=[C:37]4[C:32]([CH:33]=[C:34]([CH2:40][NH:41][CH:42]5[CH2:47][CH2:46][S:8](=[O:10])(=[O:7])[CH2:44][CH2:43]5)[CH:35]=[N:36]4)=[CH:31][CH:30]=3)=[O:27])=[CH:24][CH:23]=2)[CH2:19][CH2:18]1, predict the reactants needed to synthesize it. The reactants are: C(=O)([O-])O.[Na+].O[O:7][S:8]([O-:10])=O.[K+].CC1(C)OO1.[CH:17]1([C:20]#[C:21][C:22]2[CH:49]=[CH:48][C:25]([C:26]([NH:28][C:29]3[C:38]([CH3:39])=[C:37]4[C:32]([CH:33]=[C:34]([CH2:40][NH:41][CH:42]5[CH2:47][CH2:46]S[CH2:44][CH2:43]5)[CH:35]=[N:36]4)=[CH:31][CH:30]=3)=[O:27])=[CH:24][CH:23]=2)[CH2:19][CH2:18]1. (9) Given the product [CH2:19]([O:21][C:3]1[N:8]=[CH:7][C:6]([C:9]2([C:17]#[N:18])[CH2:14][CH2:13][C:12]([F:16])([F:15])[CH2:11][CH2:10]2)=[CH:5][CH:4]=1)[CH3:20], predict the reactants needed to synthesize it. The reactants are: [Na].Br[C:3]1[N:8]=[CH:7][C:6]([C:9]2([C:17]#[N:18])[CH2:14][CH2:13][C:12]([F:16])([F:15])[CH2:11][CH2:10]2)=[CH:5][CH:4]=1.[CH2:19]([OH:21])[CH3:20]. (10) Given the product [CH3:1][O:2][C:3]1[CH:8]=[CH:7][C:6]([CH:9]2[CH2:14][CH2:13][O:12][CH2:11][CH2:10]2)=[CH:5][C:4]=1[N+:16]([O-:18])=[O:17], predict the reactants needed to synthesize it. The reactants are: [CH3:1][O:2][C:3]1[CH:8]=[CH:7][C:6]([C:9]2(O)[CH2:14][CH2:13][O:12][CH2:11][CH2:10]2)=[CH:5][CH:4]=1.[N+:16]([O-])([O-:18])=[O:17].[K+].CS(O)(=O)=O.C(OC(=O)C)(=O)C.COC1C=CC(C2CCOCC2)=CC=1.